Dataset: Reaction yield outcomes from USPTO patents with 853,638 reactions. Task: Predict the reaction yield, written as a fraction of the theoretical maximum amount of product (1.0 means a 100% yield; for example, 0.34 means a 34% yield). (1) The reactants are [CH3:1][NH:2][C:3]([C:5]1[C:15]([CH2:16][CH2:17][C@@H:18](O)[C:19]2[CH:24]=[CH:23][CH:22]=[CH:21][CH:20]=2)=[C:14]([OH:26])[C:8]2[N:9]=[C:10]([CH3:13])[N:11]([CH3:12])[C:7]=2[CH:6]=1)=[O:4].C1(P(C2C=CC=CC=2)C2C=CC=CC=2)C=CC=CC=1.CC(OC(/N=N/C(OC(C)C)=O)=O)C. The catalyst is O1CCCC1. The product is [CH3:1][NH:2][C:3]([C:5]1[C:15]2[CH2:16][CH2:17][C@@H:18]([C:19]3[CH:20]=[CH:21][CH:22]=[CH:23][CH:24]=3)[O:26][C:14]=2[C:8]2[N:9]=[C:10]([CH3:13])[N:11]([CH3:12])[C:7]=2[CH:6]=1)=[O:4]. The yield is 0.750. (2) The reactants are CON(C)[C:4]([C:6]1[S:10][CH:9]2[CH:11]=[CH:12][S:13][CH:8]2[CH:7]=1)=[O:5].[CH3:15][Mg]Br. The catalyst is C1COCC1. The product is [S:10]1[C:6]([C:4](=[O:5])[CH3:15])=[CH:7][CH:8]2[S:13][CH:12]=[CH:11][CH:9]12. The yield is 0.800.